The task is: Predict the reaction yield, written as a fraction of the theoretical maximum amount of product (1.0 means a 100% yield; for example, 0.34 means a 34% yield).. This data is from Reaction yield outcomes from USPTO patents with 853,638 reactions. (1) The reactants are [CH2:1]([C:8]1[C:17]([O:18]C)=[CH:16][CH:15]=[C:14]2[C:9]=1[C:10](=[O:27])[N:11]([CH2:22][CH2:23][CH2:24][CH2:25][OH:26])[C:12](=[O:21])[N:13]2[CH3:20])[C:2]1[CH:7]=[CH:6][CH:5]=[CH:4][CH:3]=1.B(Br)(Br)Br.C([O-])([O-])=O.[Na+].[Na+]. The yield is 0.500. The product is [CH2:1]([C:8]1[C:17]([OH:18])=[CH:16][CH:15]=[C:14]2[C:9]=1[C:10](=[O:27])[N:11]([CH2:22][CH2:23][CH2:24][CH2:25][OH:26])[C:12](=[O:21])[N:13]2[CH3:20])[C:2]1[CH:7]=[CH:6][CH:5]=[CH:4][CH:3]=1. The catalyst is C(Cl)Cl.O. (2) The reactants are [O:1]1[C:5]2([CH2:10][CH2:9][C:8]([C:11]3[CH:16]=[CH:15][C:14]([NH:17]C(=O)OCC4C=CC=CC=4)=[CH:13][CH:12]=3)=[CH:7][CH2:6]2)[O:4][CH2:3][CH2:2]1. The catalyst is C1COCC1.[Pd]. The product is [O:1]1[C:5]2([CH2:6][CH2:7][CH:8]([C:11]3[CH:12]=[CH:13][C:14]([NH2:17])=[CH:15][CH:16]=3)[CH2:9][CH2:10]2)[O:4][CH2:3][CH2:2]1. The yield is 0.900. (3) The reactants are [NH2:1][C:2]1[CH:11]=[C:10]([Cl:12])[CH:9]=[CH:8][C:3]=1[C:4]([O:6][CH3:7])=[O:5].[I:13]I. The catalyst is C(O)C.S([O-])([O-])(=O)=O.[Ag+2]. The product is [NH2:1][C:2]1[CH:11]=[C:10]([Cl:12])[C:9]([I:13])=[CH:8][C:3]=1[C:4]([O:6][CH3:7])=[O:5]. The yield is 0.556. (4) The reactants are [CH2:1]([O:8][C:9]([N:11]1[CH2:15][C:14](=[CH2:16])[C@:13]([CH3:20])(C(O)=O)[CH2:12]1)=[O:10])[C:2]1[CH:7]=[CH:6][CH:5]=[CH:4][CH:3]=1.C([N:23](CC)CC)C.C1(P(N=[N+]=[N-])(C2C=CC=CC=2)=O)C=CC=CC=1.[C:45](O[C:45]([O:47][C:48]([CH3:51])([CH3:50])[CH3:49])=[O:46])([O:47][C:48]([CH3:51])([CH3:50])[CH3:49])=[O:46]. The catalyst is C1(C)C=CC=CC=1. The product is [CH2:1]([O:8][C:9]([N:11]1[CH2:15][C:14](=[CH2:16])[C@@:13]([NH:23][C:45]([O:47][C:48]([CH3:51])([CH3:50])[CH3:49])=[O:46])([CH3:20])[CH2:12]1)=[O:10])[C:2]1[CH:3]=[CH:4][CH:5]=[CH:6][CH:7]=1. The yield is 0.692. (5) The product is [C:6]([C:7]1[CH:21]=[CH:20][C:10]2[N:11]=[C:12]([NH:14][C:15]([NH:17][CH2:18][CH3:19])=[O:16])[S:13][C:9]=2[CH:8]=1)#[CH:5]. The catalyst is CO.CCOC(C)=O. The reactants are C[Si]([C:5]#[C:6][C:7]1[CH:21]=[CH:20][C:10]2[N:11]=[C:12]([NH:14][C:15]([NH:17][CH2:18][CH3:19])=[O:16])[S:13][C:9]=2[CH:8]=1)(C)C.[OH-].[K+].Cl. The yield is 0.0500. (6) The reactants are [OH:1][CH:2]([C:19]1[CH:24]=[CH:23][CH:22]=[C:21]([O:25][CH3:26])[CH:20]=1)[CH2:3][O:4][C:5]1[CH:18]=[CH:17][C:8]([CH2:9][CH:10]2[S:14][C:13](=[O:15])[NH:12][C:11]2=[O:16])=[CH:7][CH:6]=1.CS(C)=O.O=P12OP3(OP(OP(O3)(O1)=O)(=O)O2)=O.C(N(CC)CC)C. The catalyst is C(Cl)Cl.O. The product is [CH3:26][O:25][C:21]1[CH:20]=[C:19]([C:2](=[O:1])[CH2:3][O:4][C:5]2[CH:18]=[CH:17][C:8]([CH2:9][CH:10]3[S:14][C:13](=[O:15])[NH:12][C:11]3=[O:16])=[CH:7][CH:6]=2)[CH:24]=[CH:23][CH:22]=1. The yield is 0.540.